The task is: Predict the reactants needed to synthesize the given product.. This data is from Retrosynthesis with 50K atom-mapped reactions and 10 reaction types from USPTO. (1) Given the product COCc1cccc(-c2ccc(C(C)(C)C(=O)O)cc2OC)c1, predict the reactants needed to synthesize it. The reactants are: CCOC(=O)C(C)(C)c1ccc(-c2cccc(COC)c2)c(OC)c1. (2) Given the product CC(C)(C)c1nc2nc(C(=O)Nc3ccccc3)ccn2c1CC1CCCCC1, predict the reactants needed to synthesize it. The reactants are: CC(C)(C)c1nc2nc(C(=O)O)ccn2c1CC1CCCCC1.Nc1ccccc1. (3) Given the product O[C@@H](CCl)c1ccc(Br)cc1, predict the reactants needed to synthesize it. The reactants are: O=C(CCl)c1ccc(Br)cc1. (4) Given the product COc1ccc(CCNC(=O)C(F)(F)F)cc1OC, predict the reactants needed to synthesize it. The reactants are: CCOC(=O)C(F)(F)F.COc1ccc(CCN)cc1OC. (5) The reactants are: O=C(N[C@H]1CCCC[C@@H]1OCc1ccccc1)c1nc(-c2ccccc2Cl)n(-c2ccc(Cl)cc2)c1Br. Given the product O=C(N[C@H]1CCCC[C@@H]1O)c1nc(-c2ccccc2Cl)n(-c2ccc(Cl)cc2)c1Br, predict the reactants needed to synthesize it. (6) Given the product Cn1ccc(N2C[C@@H](NC(=O)OC(C)(C)C)CC2=O)n1, predict the reactants needed to synthesize it. The reactants are: Cn1ccc(NC(=O)C[C@@H](CO)NC(=O)OC(C)(C)C)n1. (7) Given the product COCCc1cnc2n1C[C@H](c1cccc(F)c1F)CC[C@H]2NC(=O)OC(C)(C)C, predict the reactants needed to synthesize it. The reactants are: CC(C)(C)OC(=O)N[C@@H]1CC[C@@H](c2cccc(F)c2F)Cn2c(CCO)cnc21.CI. (8) Given the product O=C(NCC1CC1)Nc1ccc(OC2CCN(C(=O)c3ccc(C(O)(C(F)(F)F)C(F)(F)F)cc3)CC2)cc1, predict the reactants needed to synthesize it. The reactants are: O=C(NCC1CC1)Nc1ccc(OC2CCNCC2)cc1.O=C(O)c1ccc(C(O)(C(F)(F)F)C(F)(F)F)cc1. (9) Given the product CC(C)S(=O)c1cn(Cc2c(F)cccc2F)c2sc(-c3ccc([N+](=O)[O-])cc3)c(CN(C)Cc3ccccc3)c2c1=O, predict the reactants needed to synthesize it. The reactants are: CC(C)S(=O)c1cn(Cc2c(F)cccc2F)c2sc(-c3ccc([N+](=O)[O-])cc3)c(CBr)c2c1=O.CNCc1ccccc1. (10) Given the product CC(C)(C)N(N)C(=O)c1ccccc1, predict the reactants needed to synthesize it. The reactants are: CC(C)(C)OC(=O)NN(C(=O)c1ccccc1)C(C)(C)C.